This data is from Full USPTO retrosynthesis dataset with 1.9M reactions from patents (1976-2016). The task is: Predict the reactants needed to synthesize the given product. Given the product [Cl:3][C:4]1[C:5]([NH:10][C:11]([N:13]2[CH2:18][CH2:17][N:16]([C:32](=[O:33])[C:31]3[CH:35]=[CH:36][N:37]=[C:29]([NH:28][CH2:27][CH2:26][C:22]4[CH:23]=[CH:24][CH:25]=[C:20]([F:19])[CH:21]=4)[CH:30]=3)[CH2:15][CH2:14]2)=[O:12])=[N:6][CH:7]=[CH:8][N:9]=1, predict the reactants needed to synthesize it. The reactants are: Cl.Cl.[Cl:3][C:4]1[C:5]([NH:10][C:11]([N:13]2[CH2:18][CH2:17][NH:16][CH2:15][CH2:14]2)=[O:12])=[N:6][CH:7]=[CH:8][N:9]=1.[F:19][C:20]1[CH:21]=[C:22]([CH2:26][CH2:27][NH:28][C:29]2[CH:30]=[C:31]([CH:35]=[CH:36][N:37]=2)[C:32](O)=[O:33])[CH:23]=[CH:24][CH:25]=1.F[P-](F)(F)(F)(F)F.N1(OC(N(C)C)=[N+](C)C)C2N=CC=CC=2N=N1.C(N(C(C)C)CC)(C)C.